Dataset: NCI-60 drug combinations with 297,098 pairs across 59 cell lines. Task: Regression. Given two drug SMILES strings and cell line genomic features, predict the synergy score measuring deviation from expected non-interaction effect. (1) Drug 1: C1=C(C(=O)NC(=O)N1)N(CCCl)CCCl. Drug 2: C1CN(CCN1C(=O)CCBr)C(=O)CCBr. Cell line: NCI-H322M. Synergy scores: CSS=-9.82, Synergy_ZIP=12.3, Synergy_Bliss=6.27, Synergy_Loewe=-2.20, Synergy_HSA=-1.38. (2) Drug 1: C1=C(C(=O)NC(=O)N1)F. Drug 2: C1=CC(=CC=C1C#N)C(C2=CC=C(C=C2)C#N)N3C=NC=N3. Cell line: NCI-H460. Synergy scores: CSS=42.9, Synergy_ZIP=-1.92, Synergy_Bliss=-9.02, Synergy_Loewe=-16.2, Synergy_HSA=-10.8. (3) Drug 1: C1CCN(CC1)CCOC2=CC=C(C=C2)C(=O)C3=C(SC4=C3C=CC(=C4)O)C5=CC=C(C=C5)O. Drug 2: CC1C(C(CC(O1)OC2CC(CC3=C2C(=C4C(=C3O)C(=O)C5=CC=CC=C5C4=O)O)(C(=O)C)O)N)O. Cell line: SNB-19. Synergy scores: CSS=39.6, Synergy_ZIP=2.00, Synergy_Bliss=1.70, Synergy_Loewe=-0.129, Synergy_HSA=2.51. (4) Drug 1: CS(=O)(=O)C1=CC(=C(C=C1)C(=O)NC2=CC(=C(C=C2)Cl)C3=CC=CC=N3)Cl. Drug 2: CS(=O)(=O)OCCCCOS(=O)(=O)C. Cell line: M14. Synergy scores: CSS=-9.85, Synergy_ZIP=4.00, Synergy_Bliss=0.628, Synergy_Loewe=-5.70, Synergy_HSA=-4.95.